From a dataset of Tox21: 12 toxicity assays (nuclear receptors and stress response pathways). Binary classification across 12 toxicity assays. The molecule is C=C1C[C@@H]2[C@H](CC[C@]3(C)C(=O)CC[C@@H]23)[C@@]2(C)C=CC(=O)C=C12. It tested positive (active) for: NR-AR (Androgen Receptor agonist activity), NR-AR-LBD (Androgen Receptor Ligand Binding Domain agonist), NR-Aromatase (Aromatase enzyme inhibition), NR-ER (Estrogen Receptor agonist activity), and SR-ARE (Antioxidant Response Element (oxidative stress)).